From a dataset of Forward reaction prediction with 1.9M reactions from USPTO patents (1976-2016). Predict the product of the given reaction. The product is: [CH3:1][NH:2][CH2:3][CH2:4][CH:5]([C:15]1[CH:20]=[CH:19][CH:18]=[CH:17][CH:16]=1)[C:6]1[C:14]2[C:9](=[N:10][CH:11]=[CH:12][CH:13]=2)[NH:8][CH:7]=1. Given the reactants [CH3:1][NH:2][C:3](=O)[CH2:4][CH:5]([C:15]1[CH:20]=[CH:19][CH:18]=[CH:17][CH:16]=1)[C:6]1[C:14]2[C:9](=[N:10][CH:11]=[CH:12][CH:13]=2)[NH:8][CH:7]=1.[H-].[H-].[H-].[H-].[Li+].[Al+3], predict the reaction product.